From a dataset of Reaction yield outcomes from USPTO patents with 853,638 reactions. Predict the reaction yield, written as a fraction of the theoretical maximum amount of product (1.0 means a 100% yield; for example, 0.34 means a 34% yield). (1) The reactants are [CH3:1][C:2]([C:4]1[CH:9]=[CH:8][CH:7]=[C:6]([N+:10]([O-:12])=[O:11])[CH:5]=1)=O.O.[NH2:14][NH2:15]. The catalyst is O. The product is [N+:10]([C:6]1[CH:5]=[C:4]([C:2](=[N:14][NH2:15])[CH3:1])[CH:9]=[CH:8][CH:7]=1)([O-:12])=[O:11]. The yield is 0.820. (2) The reactants are [O:1]=[C:2]1[CH:7]=[CH:6][CH:5]=[CH:4][N:3]1[CH:8]([CH3:16])[C:9]([O:11]C(C)(C)C)=[O:10].Cl. The catalyst is O1CCOCC1. The product is [O:1]=[C:2]1[CH:7]=[CH:6][CH:5]=[CH:4][N:3]1[CH:8]([CH3:16])[C:9]([OH:11])=[O:10]. The yield is 1.00. (3) The reactants are C1C(=O)N([Br:8])C(=O)C1.[F:9][C:10]1[CH:11]=[CH:12][CH:13]=[C:14]2[C:19]=1[NH:18][C:17](=[O:20])[CH2:16][CH2:15]2.O. The catalyst is CN(C=O)C. The product is [Br:8][C:12]1[CH:13]=[C:14]2[C:19](=[C:10]([F:9])[CH:11]=1)[NH:18][C:17](=[O:20])[CH2:16][CH2:15]2. The yield is 0.850. (4) The reactants are [C:1]([O:5][CH:6]([C:12]1[C:21]([CH3:22])=[CH:20][C:19]2[C:14](=[CH:15][CH:16]=[CH:17][CH:18]=2)[C:13]=1[OH:23])[C:7]([O:9][CH2:10][CH3:11])=[O:8])([CH3:4])([CH3:3])[CH3:2].C([O-])(O)=O.[Na+].[Br:29]Br.[O-]S([O-])(=S)=O.[Na+].[Na+]. The product is [Br:29][C:20]1[C:19]2[C:14](=[CH:15][CH:16]=[CH:17][CH:18]=2)[C:13]([OH:23])=[C:12]([CH:6]([O:5][C:1]([CH3:4])([CH3:2])[CH3:3])[C:7]([O:9][CH2:10][CH3:11])=[O:8])[C:21]=1[CH3:22]. The catalyst is C(Cl)(Cl)Cl.O. The yield is 0.970. (5) The reactants are C[O:2][C:3]([C:5]12[CH2:14][CH:9]3[S:10][CH:11]([S:13][CH:7]([S:8]3)[CH2:6]1)[CH2:12]2)=O.C1(C)C=CC=CC=1.[H-].C([Al+]CC(C)C)C(C)C. The catalyst is CCCCCC. The yield is 0.970. The product is [OH:2][CH2:3][C:5]12[CH2:12][CH:11]3[S:10][CH:9]([S:8][CH:7]([S:13]3)[CH2:6]1)[CH2:14]2. (6) The reactants are C(=O)([O-])[O-].[Cs+].[Cs+].[Cl:7][C:8]1[CH:9]=[C:10](F)[C:11]([C:14]#[N:15])=[N:12][CH:13]=1.CN1C(=O)CCC1.[C:24]([O:28][CH2:29][CH3:30])(=[O:27])[CH2:25][OH:26]. The catalyst is CCOC(C)=O.O. The product is [Cl:7][C:8]1[CH:9]=[C:10]([O:26][CH2:25][C:24]([O:28][CH2:29][CH3:30])=[O:27])[C:11]([C:14]#[N:15])=[N:12][CH:13]=1. The yield is 0.690. (7) The reactants are [CH2:1]([O:3][C:4]([C:6]1[C:7]2[C:15](=O)[C:14](=[CH:17][N:18]([CH3:20])C)[CH2:13][CH2:12][CH2:11][C:8]=2[NH:9][CH:10]=1)=[O:5])[CH3:2].C(O)(=O)C.C(N)=[NH:26]. The product is [CH2:1]([O:3][C:4]([C:6]1[C:7]2[C:15]3[N:26]=[CH:20][N:18]=[CH:17][C:14]=3[CH2:13][CH2:12][CH2:11][C:8]=2[NH:9][CH:10]=1)=[O:5])[CH3:2]. The catalyst is CCO.C(Cl)Cl. The yield is 0.770. (8) The reactants are Br[C:2]1[CH:3]=[CH:4][C:5]([F:18])=[C:6]([C@:8]2([CH3:17])[CH2:13][S:12](=[O:15])(=[O:14])[CH2:11][C:10]([NH2:16])=[N:9]2)[CH:7]=1. The catalyst is CO.N.[Pd]. The product is [F:18][C:5]1[CH:4]=[CH:3][CH:2]=[CH:7][C:6]=1[C@:8]1([CH3:17])[CH2:13][S:12](=[O:14])(=[O:15])[CH2:11][C:10]([NH2:16])=[N:9]1. The yield is 0.867. (9) The reactants are [Cl:1][C:2]([F:13])([F:12])[C:3]1[CH:8]=[CH:7][C:6]([CH:9](Cl)[CH3:10])=[CH:5][N:4]=1.[CH3:14][S-:15].[Na+]. The catalyst is C(O)C. The product is [Cl:1][C:2]([F:13])([F:12])[C:3]1[CH:8]=[CH:7][C:6]([CH:9]([S:15][CH3:14])[CH3:10])=[CH:5][N:4]=1. The yield is 0.400.